From a dataset of hERG Central: cardiac toxicity at 1µM, 10µM, and general inhibition. Predict hERG channel inhibition at various concentrations. (1) The compound is Br.CCCn1c(=N)n(CC(=O)c2ccc([N+](=O)[O-])cc2)c2ccccc21. Results: hERG_inhib (hERG inhibition (general)): blocker. (2) The molecule is O=C(CCC1CCCCC1)NCCN1C2=NC[C@@H](Cc3ccccc3)N2C[C@H]1Cc1ccc(O)cc1. Results: hERG_inhib (hERG inhibition (general)): blocker. (3) The compound is Cc1ccc(C)c(NC(=O)c2cc(S(=O)(=O)N3CCCCC3)ccc2N2CCOCC2)c1. Results: hERG_inhib (hERG inhibition (general)): blocker. (4) The molecule is COc1cccc(C(=O)N(C)CC2CCN(CCc3cccc(C(F)(F)F)c3)CC2)c1. Results: hERG_inhib (hERG inhibition (general)): blocker. (5) The molecule is O=C(NCc1ccco1)C1CCN(C(=O)c2ccc([N+](=O)[O-])cc2)CC1. Results: hERG_inhib (hERG inhibition (general)): blocker.